From a dataset of Reaction yield outcomes from USPTO patents with 853,638 reactions. Predict the reaction yield, written as a fraction of the theoretical maximum amount of product (1.0 means a 100% yield; for example, 0.34 means a 34% yield). (1) The catalyst is ClCCl. The product is [CH2:1]([NH:8][C:9](=[O:14])[CH2:10][C:11](=[O:13])[CH2:12][OH:19])[C:2]1[CH:7]=[CH:6][CH:5]=[CH:4][CH:3]=1. The yield is 0.388. The reactants are [CH2:1]([NH:8][C:9](=[O:14])[CH2:10][C:11](=[O:13])[CH3:12])[C:2]1[CH:7]=[CH:6][CH:5]=[CH:4][CH:3]=1.BrBr.O.C([O-])=[O:19].[K+]. (2) The yield is 0.980. The reactants are [N+:1]([C:4]1[CH:5]=[C:6]([CH:14]=[CH:15][CH:16]=1)[CH2:7][N:8]1[CH2:13][CH2:12][O:11][CH2:10][CH2:9]1)([O-])=O.O.NN. The catalyst is C1COCC1.C(O)C.[Ni]. The product is [N:8]1([CH2:7][C:6]2[CH:5]=[C:4]([NH2:1])[CH:16]=[CH:15][CH:14]=2)[CH2:13][CH2:12][O:11][CH2:10][CH2:9]1. (3) The reactants are OS(C(F)(F)F)(=O)=O.[Cl-:9].[CH3:10][O:11][C:12]1[CH:17]=[CH:16][C:15]([S+:18]2[C:22]3[CH:23]=[CH:24][CH:25]=[CH:26][C:21]=3[C:20]3[CH:27]=[CH:28][CH:29]=[CH:30][C:19]2=3)=[CH:14][C:13]=1[CH2:31][C:32]([O:34][CH2:35][C:36]([O:38]C1(C)C2CC3CC(CC1C3)C2)=[O:37])=[O:33]. The catalyst is C(Cl)Cl. The product is [Cl-:9].[C:36]([CH2:35][O:34][C:32](=[O:33])[CH2:31][C:13]1[CH:14]=[C:15]([S+:18]2[C:19]3[CH:30]=[CH:29][CH:28]=[CH:27][C:20]=3[C:21]3[CH:26]=[CH:25][CH:24]=[CH:23][C:22]2=3)[CH:16]=[CH:17][C:12]=1[O:11][CH3:10])([OH:38])=[O:37]. The yield is 0.910. (4) The reactants are [Cl:1][C:2]1[C:11]2[C:6](=[CH:7][CH:8]=[CH:9][C:10]=2[O:12][CH:13]2[CH2:18][CH2:17][N:16]([CH3:19])[CH2:15][CH2:14]2)[N:5]=[CH:4][N:3]=1.[Cl:20][C:21]1[CH:22]=[C:23]([CH:25]=[CH:26][C:27]=1[C:28](=[O:34])[C:29]1[S:33][CH:32]=[CH:31][CH:30]=1)[NH2:24]. No catalyst specified. The product is [ClH:1].[Cl:20][C:21]1[CH:22]=[C:23]([CH:25]=[CH:26][C:27]=1[C:28](=[O:34])[C:29]1[S:33][CH:32]=[CH:31][CH:30]=1)[NH:24][C:2]1[C:11]2[C:6](=[CH:7][CH:8]=[CH:9][C:10]=2[O:12][CH:13]2[CH2:18][CH2:17][N:16]([CH3:19])[CH2:15][CH2:14]2)[N:5]=[CH:4][N:3]=1. The yield is 0.530. (5) The reactants are [C:1]([O:7][CH2:8][N:9]1[C:13]2[N:14]=[N:15][CH:16]=[C:17]([C:18]3[CH:19]=[N:20][NH:21][CH:22]=3)[C:12]=2[CH:11]=[CH:10]1)(=[O:6])[C:2]([CH3:5])([CH3:4])[CH3:3].[CH2:23]1[CH2:33][CH2:32][N:31]2[C:26](=NCCC2)[CH2:25][CH2:24]1.[C:34](#N)[CH3:35]. No catalyst specified. The product is [C:1]([O:7][CH2:8][N:9]1[C:13]2[N:14]=[N:15][CH:16]=[C:17]([C:18]3[CH:19]=[N:20][N:21]([C:24]4([CH2:25][C:26]#[N:31])[CH2:23][CH2:33][CH2:32][CH2:35][CH2:34]4)[CH:22]=3)[C:12]=2[CH:11]=[CH:10]1)(=[O:6])[C:2]([CH3:5])([CH3:4])[CH3:3]. The yield is 0.320.